Dataset: Peptide-MHC class II binding affinity with 134,281 pairs from IEDB. Task: Regression. Given a peptide amino acid sequence and an MHC pseudo amino acid sequence, predict their binding affinity value. This is MHC class II binding data. The peptide sequence is SPEVIPMFSALSE. The MHC is HLA-DPA10301-DPB10402 with pseudo-sequence HLA-DPA10301-DPB10402. The binding affinity (normalized) is 0.344.